This data is from Forward reaction prediction with 1.9M reactions from USPTO patents (1976-2016). The task is: Predict the product of the given reaction. (1) Given the reactants Br[C:2]1[N:7]=[CH:6][CH:5]=[CH:4][N:3]=1.[C:8]([O:12][C:13]([N:15]1[CH2:20][CH2:19][O:18][CH2:17][C@H:16]1[CH2:21][C:22]1[CH:27]=[CH:26][CH:25]=[C:24](B2OC(C)(C)C(C)(C)O2)[CH:23]=1)=[O:14])([CH3:11])([CH3:10])[CH3:9].CCO.C([O-])([O-])=O.[Na+].[Na+], predict the reaction product. The product is: [C:8]([O:12][C:13]([N:15]1[CH2:20][CH2:19][O:18][CH2:17][C@H:16]1[CH2:21][C:22]1[CH:23]=[CH:24][CH:25]=[C:26]([C:2]2[N:7]=[CH:6][CH:5]=[CH:4][N:3]=2)[CH:27]=1)=[O:14])([CH3:11])([CH3:9])[CH3:10]. (2) The product is: [CH3:8][C:6]1([CH3:7])[C:2]([CH3:16])([CH3:1])[O:3][B:4]([C:9]2[CH:10]=[C:11]([O:15][S:25]([CH3:24])(=[O:27])=[O:26])[CH:12]=[CH:13][CH:14]=2)[O:5]1. Given the reactants [CH3:1][C:2]1([CH3:16])[C:6]([CH3:8])([CH3:7])[O:5][B:4]([C:9]2[CH:10]=[C:11]([OH:15])[CH:12]=[CH:13][CH:14]=2)[O:3]1.C(N(CC)CC)C.[CH3:24][S:25](Cl)(=[O:27])=[O:26].Cl, predict the reaction product. (3) The product is: [CH3:1][O:2][C:3]1[CH:4]=[C:5]2[C:10](=[CH:11][C:12]=1[O:13][CH3:14])[N:9]=[CH:8][CH:7]=[C:6]2[O:15][C:16]1[CH:22]=[CH:21][C:19]([NH:20][C:29](=[O:35])[O:28][C:26]2[CH:45]=[CH:44][C:43]([C:37]3[CH:42]=[CH:41][CH:40]=[CH:39][CH:38]=3)=[CH:48][CH:47]=2)=[C:18]([CH3:23])[C:17]=1[CH3:24]. Given the reactants [CH3:1][O:2][C:3]1[CH:4]=[C:5]2[C:10](=[CH:11][C:12]=1[O:13][CH3:14])[N:9]=[CH:8][CH:7]=[C:6]2[O:15][C:16]1[CH:22]=[CH:21][C:19]([NH2:20])=[C:18]([CH3:23])[C:17]=1[CH3:24].Cl[C:26](Cl)([O:28][C:29](=[O:35])OC(Cl)(Cl)Cl)Cl.[C:37]1([C:43]2[CH:48]=[CH:47]C(O)=[CH:45][CH:44]=2)[CH:42]=[CH:41][CH:40]=[CH:39][CH:38]=1.C(=O)(O)[O-].[Na+], predict the reaction product. (4) The product is: [F:11][C:9]([F:10])([F:12])[C:7]1[CH:6]=[C:5]([CH2:13][CH2:14][CH2:15][N:16]([S:26]([CH3:29])(=[O:28])=[O:27])[CH2:17][CH2:18][CH2:19][CH2:20][CH2:21][CH2:22][C:23]([OH:25])=[O:24])[CH:4]=[C:3]([C:2]([F:1])([F:30])[F:31])[CH:8]=1. Given the reactants [F:1][C:2]([F:31])([F:30])[C:3]1[CH:4]=[C:5](/[CH:13]=[CH:14]/[CH2:15][N:16]([S:26]([CH3:29])(=[O:28])=[O:27])[CH2:17][CH2:18][CH2:19][CH2:20][CH2:21][CH2:22][C:23]([OH:25])=[O:24])[CH:6]=[C:7]([C:9]([F:12])([F:11])[F:10])[CH:8]=1, predict the reaction product.